This data is from Full USPTO retrosynthesis dataset with 1.9M reactions from patents (1976-2016). The task is: Predict the reactants needed to synthesize the given product. (1) The reactants are: [F:1][C:2]1[CH:7]=[CH:6][C:5](B(O)O)=[CH:4][CH:3]=1.[Br:11][C:12]1[C:16]([F:17])=[CH:15][NH:14][N:13]=1. Given the product [Br:11][C:12]1[C:16]([F:17])=[CH:15][N:14]([C:5]2[CH:6]=[CH:7][C:2]([F:1])=[CH:3][CH:4]=2)[N:13]=1, predict the reactants needed to synthesize it. (2) Given the product [OH:28][CH2:27][C:25]1[N:26]=[C:21]([C:18]2[C:17]([O:2][CH3:1])=[C:16]([CH:30]3[C:43]4[C:42](=[O:44])[CH2:41][C:40]([CH3:46])([CH3:45])[CH2:39][C:38]=4[O:37][C:36]4[CH2:35][C:34]([CH3:47])([CH3:48])[CH2:33][C:32](=[O:49])[C:31]3=4)[CH:15]=[CH:20][CH:19]=2)[CH:22]=[CH:23][CH:24]=1, predict the reactants needed to synthesize it. The reactants are: [C:1](N1C=CN=C1)(N1C=CN=C1)=[O:2].CO[C:15]1[CH:20]=[CH:19][C:18]([C:21]2[N:26]=[C:25]([C:27](O)=[O:28])[CH:24]=[CH:23][CH:22]=2)=[CH:17][C:16]=1[CH:30]1[C:43]2[C:42](=[O:44])[CH2:41][C:40]([CH3:46])([CH3:45])[CH2:39][C:38]=2[O:37][C:36]2[CH2:35][C:34]([CH3:48])([CH3:47])[CH2:33][C:32](=[O:49])[C:31]1=2.[BH4-].[Na+].[Cl-].[NH4+].